From a dataset of Plasma protein binding rate (PPBR) regression data from AstraZeneca. Regression/Classification. Given a drug SMILES string, predict its absorption, distribution, metabolism, or excretion properties. Task type varies by dataset: regression for continuous measurements (e.g., permeability, clearance, half-life) or binary classification for categorical outcomes (e.g., BBB penetration, CYP inhibition). For this dataset (ppbr_az), we predict Y. (1) The compound is Cc1ccc(S(=O)(=O)Nc2c(C(=O)NCC(C)(C)C)c(C)nn2-c2ccccc2)cc1. The Y is 99.2 %. (2) The molecule is CN[C@@H](C)C(=O)N[C@H](C(=O)N[C@H]1CCCN(S(=O)(=O)c2ccccc2)C1)C(C)(C)C. The Y is 59.1 %. (3) The drug is CN1CCc2cc(Cl)c(O)cc2[C@@H](c2ccccc2)C1. The Y is 92.0 %. (4) The compound is Cc1nn(-c2ccc(F)cc2)c(NS(=O)(=O)c2ccc(C(F)(F)F)cc2)c1C(=O)N[C@@H](C)C(C)(C)C. The Y is 98.6 %.